From a dataset of Peptide-MHC class II binding affinity with 134,281 pairs from IEDB. Regression. Given a peptide amino acid sequence and an MHC pseudo amino acid sequence, predict their binding affinity value. This is MHC class II binding data. (1) The peptide sequence is EQEILNYMSPHHKKLHHHHHH. The MHC is DRB1_0801 with pseudo-sequence DRB1_0801. The binding affinity (normalized) is 0.417. (2) The peptide sequence is PVVHFFKNIVTPRTPPY. The MHC is DRB1_0401 with pseudo-sequence DRB1_0401. The binding affinity (normalized) is 0.926. (3) The peptide sequence is ITEADLDDEQEILNY. The MHC is HLA-DQA10501-DQB10302 with pseudo-sequence HLA-DQA10501-DQB10302. The binding affinity (normalized) is 0. (4) The peptide sequence is YVYEPFPKEVWEQIF. The MHC is DRB1_0802 with pseudo-sequence DRB1_0802. The binding affinity (normalized) is 0.103. (5) The peptide sequence is LVVAVGLRVVCA. The MHC is DRB1_0701 with pseudo-sequence DRB1_0701. The binding affinity (normalized) is 0.372.